This data is from Forward reaction prediction with 1.9M reactions from USPTO patents (1976-2016). The task is: Predict the product of the given reaction. (1) Given the reactants [S:1]1[CH:5]=[CH:4][N:3]=[C:2]1[CH:6]=[N:7][C:8]1[CH:13]=[CH:12][C:11]([NH:14][C:15]([C:17]2[C:18]([C:23]3[CH:28]=[CH:27][C:26]([C:29]([F:32])([F:31])[F:30])=[CH:25][CH:24]=3)=[CH:19][CH:20]=[CH:21][CH:22]=2)=[O:16])=[CH:10][CH:9]=1.[BH4-].[Na+], predict the reaction product. The product is: [S:1]1[CH:5]=[CH:4][N:3]=[C:2]1[CH2:6][NH:7][C:8]1[CH:13]=[CH:12][C:11]([NH:14][C:15]([C:17]2[C:18]([C:23]3[CH:24]=[CH:25][C:26]([C:29]([F:30])([F:31])[F:32])=[CH:27][CH:28]=3)=[CH:19][CH:20]=[CH:21][CH:22]=2)=[O:16])=[CH:10][CH:9]=1. (2) The product is: [C:15]([O:14][C:12]([N:6]1[C:5]([CH3:19])([C:3]([OH:4])=[O:2])[CH2:9][O:8][C:7]1([CH3:11])[CH3:10])=[O:13])([CH3:18])([CH3:16])[CH3:17]. Given the reactants C[O:2][C:3]([C:5]1([CH3:19])[CH2:9][O:8][C:7]([CH3:11])([CH3:10])[N:6]1[C:12]([O:14][C:15]([CH3:18])([CH3:17])[CH3:16])=[O:13])=[O:4].O[Li].O, predict the reaction product.